From a dataset of Forward reaction prediction with 1.9M reactions from USPTO patents (1976-2016). Predict the product of the given reaction. (1) Given the reactants [NH:1]1[CH2:5][CH2:4][CH2:3][CH2:2]1.[O:6]1[CH2:11][CH2:10][C:9](=O)[CH2:8][CH2:7]1.C(O)(=O)C.C(O[BH-](OC(=O)C)OC(=O)C)(=O)C.[Na+], predict the reaction product. The product is: [O:6]1[CH:11]=[CH:10][CH2:9][CH:8]=[C:7]1[N:1]1[CH2:5][CH2:4][CH2:3][CH2:2]1. (2) Given the reactants [CH3:1][N:2]1[C:10]2[C:5](=[CH:6][CH:7]=[CH:8][CH:9]=2)[C:4]([C:11]2[O:12][C:13]([C:16]3[CH:17]=[C:18]4[C:23](=[CH:24][CH:25]=3)[CH:22]=[C:21]([OH:26])[CH:20]=[CH:19]4)=[CH:14][N:15]=2)=[CH:3]1.Br[CH2:28][C:29]([O:31][CH3:32])=[O:30].C(=O)([O-])[O-].[Cs+].[Cs+], predict the reaction product. The product is: [CH3:1][N:2]1[C:10]2[C:5](=[CH:6][CH:7]=[CH:8][CH:9]=2)[C:4]([C:11]2[O:12][C:13]([C:16]3[CH:17]=[C:18]4[C:23](=[CH:24][CH:25]=3)[CH:22]=[C:21]([O:26][CH2:28][C:29]([O:31][CH3:32])=[O:30])[CH:20]=[CH:19]4)=[CH:14][N:15]=2)=[CH:3]1. (3) Given the reactants Br[C:2]1[CH:3]=[C:4]([C:8]2[O:9][C:10]([CH3:33])=[C:11]([CH2:13][O:14][CH:15]3[CH2:20][CH2:19][CH2:18][CH:17]([O:21][CH2:22][C:23]4[CH:31]=[CH:30][CH:29]=[C:28]([CH3:32])[C:24]=4[C:25]([OH:27])=[O:26])[CH2:16]3)[N:12]=2)[CH:5]=[CH:6][CH:7]=1.[CH3:34][N:35](C)C=O, predict the reaction product. The product is: [C:34]([C:2]1[CH:3]=[C:4]([C:8]2[O:9][C:10]([CH3:33])=[C:11]([CH2:13][O:14][CH:15]3[CH2:20][CH2:19][CH2:18][CH:17]([O:21][CH2:22][C:23]4[CH:31]=[CH:30][CH:29]=[C:28]([CH3:32])[C:24]=4[C:25]([OH:27])=[O:26])[CH2:16]3)[N:12]=2)[CH:5]=[CH:6][CH:7]=1)#[N:35]. (4) The product is: [F:20][C:21]1[CH:22]=[CH:23][C:24]([C:8]2[C:7]([C:14]#[N:15])=[C:6]([OH:16])[C:5]([OH:4])=[CH:10][C:9]=2[C:11]#[N:12])=[CH:25][C:26]=1[O:27][CH3:28]. Given the reactants C([O:4][C:5]1[CH:10]=[C:9]([C:11]#[N:12])[C:8](Br)=[C:7]([C:14]#[N:15])[C:6]=1[O:16]C(=O)C)(=O)C.[F:20][C:21]1[CH:22]=[C:23](B(O)O)[CH:24]=[CH:25][C:26]=1[O:27][CH3:28], predict the reaction product. (5) Given the reactants Br[C:2]1[CH:7]=[CH:6][C:5]([O:8][CH:9]([F:11])[F:10])=[CH:4][CH:3]=1.[B:12]1([B:12]2[O:16][C:15]([CH3:18])([CH3:17])[C:14]([CH3:20])([CH3:19])[O:13]2)[O:16][C:15]([CH3:18])([CH3:17])[C:14]([CH3:20])([CH3:19])[O:13]1.C([O-])(=O)C.[K+], predict the reaction product. The product is: [F:10][CH:9]([F:11])[O:8][C:5]1[CH:6]=[CH:7][C:2]([B:12]2[O:16][C:15]([CH3:18])([CH3:17])[C:14]([CH3:20])([CH3:19])[O:13]2)=[CH:3][CH:4]=1.